Dataset: Full USPTO retrosynthesis dataset with 1.9M reactions from patents (1976-2016). Task: Predict the reactants needed to synthesize the given product. Given the product [OH:5][C:3]([CH3:6])([CH3:4])[CH2:2][O:7][C:8]1[CH:15]=[CH:14][C:11]([C:12]#[N:13])=[CH:10][CH:9]=1, predict the reactants needed to synthesize it. The reactants are: Cl[CH2:2][C:3]([CH3:6])([OH:5])[CH3:4].[OH:7][C:8]1[CH:15]=[CH:14][C:11]([C:12]#[N:13])=[CH:10][CH:9]=1.C([O-])([O-])=O.[K+].[K+].